Dataset: Full USPTO retrosynthesis dataset with 1.9M reactions from patents (1976-2016). Task: Predict the reactants needed to synthesize the given product. (1) Given the product [NH2:1][C:2]1[N:7]=[CH:6][N:5]=[C:4]2[N:8]([C@H:32]3[CH2:33][CH2:34][C@@H:35]([N:47]4[CH2:48][CH2:49][N:44]([CH3:43])[CH2:45][CH2:46]4)[CH2:36][CH2:37]3)[N:9]=[C:10]([C:11]3[CH:16]=[CH:15][C:14]([NH:17][C:18]([C:20]4[N:21]([CH3:29])[C:22]5[C:27]([CH:28]=4)=[CH:26][CH:25]=[CH:24][CH:23]=5)=[O:19])=[C:13]([O:30][CH3:31])[CH:12]=3)[C:3]=12.[NH2:1][C:2]1[N:7]=[CH:6][N:5]=[C:4]2[N:8]([C@H:32]3[CH2:33][CH2:34][C@H:35]([N:47]4[CH2:48][CH2:49][N:44]([CH3:43])[CH2:45][CH2:46]4)[CH2:36][CH2:37]3)[N:9]=[C:10]([C:11]3[CH:16]=[CH:15][C:14]([NH:17][C:18]([C:20]4[N:21]([CH3:29])[C:22]5[C:27]([CH:28]=4)=[CH:26][CH:25]=[CH:24][CH:23]=5)=[O:19])=[C:13]([O:30][CH3:31])[CH:12]=3)[C:3]=12, predict the reactants needed to synthesize it. The reactants are: [NH2:1][C:2]1[N:7]=[CH:6][N:5]=[C:4]2[N:8]([CH:32]3[CH2:37][CH2:36][C:35](=O)[CH2:34][CH2:33]3)[N:9]=[C:10]([C:11]3[CH:16]=[CH:15][C:14]([NH:17][C:18]([C:20]4[N:21]([CH3:29])[C:22]5[C:27]([CH:28]=4)=[CH:26][CH:25]=[CH:24][CH:23]=5)=[O:19])=[C:13]([O:30][CH3:31])[CH:12]=3)[C:3]=12.C(O)(=O)C.[CH3:43][N:44]1[CH2:49][CH2:48][NH:47][CH2:46][CH2:45]1.C(O[BH-](OC(=O)C)OC(=O)C)(=O)C.[Na+]. (2) Given the product [CH3:25][O:24][C:21]1[CH:22]=[CH:23][C:18]([CH2:17][N:16]([CH2:26][C:27]2[CH:32]=[CH:31][C:30]([O:33][CH3:34])=[CH:29][CH:28]=2)[C:11]2[N:12]=[C:13]([CH3:15])[N:14]=[C:9]([C:4]3[C:5]([NH:35][C:36]4[CH:37]=[CH:38][C:39]([NH:42][C:43](=[O:49])[O:44][C:45]([CH3:47])([CH3:46])[CH3:48])=[N:40][CH:41]=4)=[N:6][CH:7]=[C:2]([Cl:1])[CH:3]=3)[N:10]=2)=[CH:19][CH:20]=1, predict the reactants needed to synthesize it. The reactants are: [Cl:1][C:2]1[CH:3]=[C:4]([C:9]2[N:14]=[C:13]([CH3:15])[N:12]=[C:11]([N:16]([CH2:26][C:27]3[CH:32]=[CH:31][C:30]([O:33][CH3:34])=[CH:29][CH:28]=3)[CH2:17][C:18]3[CH:23]=[CH:22][C:21]([O:24][CH3:25])=[CH:20][CH:19]=3)[N:10]=2)[C:5](F)=[N:6][CH:7]=1.[NH2:35][C:36]1[CH:37]=[CH:38][C:39]([NH:42][C:43](=[O:49])[O:44][C:45]([CH3:48])([CH3:47])[CH3:46])=[N:40][CH:41]=1.[Li+].C[Si]([N-][Si](C)(C)C)(C)C.O.